This data is from Catalyst prediction with 721,799 reactions and 888 catalyst types from USPTO. The task is: Predict which catalyst facilitates the given reaction. (1) Reactant: C[O:2][C:3](=[O:20])[CH2:4][C:5]1[CH:10]=[CH:9][C:8](B2OC(C)(C)C(C)(C)O2)=[CH:7][CH:6]=1.[O-]P([O-])([O-])=O.[K+].[K+].[K+].C(Cl)Cl.Cl[C:33]1[CH:38]=[C:37]([N:39](COCC[Si](C)(C)C)COCC[Si](C)(C)C)[N:36]2[N:56]=[CH:57][C:58]([C:59]3[CH:60]=[N:61][C:62]4[C:67]([CH:68]=3)=[CH:66][CH:65]=[CH:64][CH:63]=4)=[C:35]2[N:34]=1. Product: [NH2:39][C:37]1[N:36]2[N:56]=[CH:57][C:58]([C:59]3[CH:60]=[N:61][C:62]4[C:67]([CH:68]=3)=[CH:66][CH:65]=[CH:64][CH:63]=4)=[C:35]2[N:34]=[C:33]([C:8]2[CH:7]=[CH:6][C:5]([CH2:4][C:3]([OH:2])=[O:20])=[CH:10][CH:9]=2)[CH:38]=1. The catalyst class is: 75. (2) Reactant: [CH:1]([O:4][C:5]1[C:27]([O:28][CH3:29])=[CH:26][C:8]2[O:9][CH2:10][C:11]3[N:12]([C:13]([C:21]4[CH:25]=[CH:24][S:23][CH:22]=4)=[N:14][C:15]=3[C:16]([O:18]CC)=[O:17])[C:7]=2[CH:6]=1)([CH3:3])[CH3:2].[OH-].[K+]. The catalyst class is: 40. Product: [CH:1]([O:4][C:5]1[C:27]([O:28][CH3:29])=[CH:26][C:8]2[O:9][CH2:10][C:11]3[N:12]([C:13]([C:21]4[CH:25]=[CH:24][S:23][CH:22]=4)=[N:14][C:15]=3[C:16]([OH:18])=[O:17])[C:7]=2[CH:6]=1)([CH3:3])[CH3:2]. (3) Reactant: Br[CH:2]([C:14]1[CH:19]=[CH:18][CH:17]=[CH:16][CH:15]=1)[C:3]([C:5]1[C:13]2[C:8](=[CH:9][CH:10]=[CH:11][CH:12]=2)[NH:7][CH:6]=1)=[O:4].[NH2:20][C:21]1[CH:22]=[C:23]([CH:33]=[C:34]([O:36][CH3:37])[CH:35]=1)[O:24][CH2:25][CH2:26][CH2:27][C:28]([O:30][CH2:31][CH3:32])=[O:29].C(N(CC)CC)C. Product: [NH:7]1[C:8]2[C:13](=[CH:12][CH:11]=[CH:10][CH:9]=2)[C:5]([C:3](=[O:4])[CH:2]([NH:20][C:21]2[CH:22]=[C:23]([CH:33]=[C:34]([O:36][CH3:37])[CH:35]=2)[O:24][CH2:25][CH2:26][CH2:27][C:28]([O:30][CH2:31][CH3:32])=[O:29])[C:14]2[CH:19]=[CH:18][CH:17]=[CH:16][CH:15]=2)=[CH:6]1. The catalyst class is: 10. (4) Reactant: [C:1]([O:5][C:6]([N:8]1[CH2:13][C@@H:12]2[C@@:10]([CH2:14][NH2:15])([CH2:11]2)[C@@H:9]1[C:16]1[CH:21]=[CH:20][CH:19]=[CH:18][CH:17]=1)=[O:7])([CH3:4])([CH3:3])[CH3:2].[CH3:22][O:23][C:24]1[CH:33]=[C:32]2[C:27]([N:28]([CH3:36])[C:29](=[O:35])[C@@H:30]3[CH2:34][C@@H:31]32)=[CH:26][C:25]=1[CH:37]=O.CO.C(O[BH-](OC(=O)C)OC(=O)C)(=O)C.[Na+]. Product: [C:1]([O:5][C:6]([N:8]1[CH2:13][C@@H:12]2[C@@:10]([CH2:14][NH:15][CH2:37][C:25]3[CH:26]=[C:27]4[C:32](=[CH:33][C:24]=3[O:23][CH3:22])[C@H:31]3[CH2:34][C@H:30]3[C:29](=[O:35])[N:28]4[CH3:36])([CH2:11]2)[C@@H:9]1[C:16]1[CH:17]=[CH:18][CH:19]=[CH:20][CH:21]=1)=[O:7])([CH3:4])([CH3:2])[CH3:3]. The catalyst class is: 2. (5) Reactant: [F:1][C:2]1[C:3]([OH:13])=[CH:4][CH:5]=[C:6]2[C:11]=1[N:10]=[C:9]([CH3:12])[CH:8]=[CH:7]2.C(=O)([O-])[O-].[K+].[K+].Br[CH2:21][CH2:22][O:23][CH3:24]. Product: [F:1][C:2]1[C:3]([O:13][CH2:21][CH2:22][O:23][CH3:24])=[CH:4][CH:5]=[C:6]2[C:11]=1[N:10]=[C:9]([CH3:12])[CH:8]=[CH:7]2. The catalyst class is: 21. (6) Reactant: [Br:1][C:2]1[CH:3]=[C:4]([CH:7]=[C:8](F)[CH:9]=1)[C:5]#[N:6].[NH:11]1[CH2:16][CH2:15][CH:14]([C:17]([OH:19])=[O:18])[CH2:13][CH2:12]1.C(N(CC)CC)C.CN(C)C(=O)C. Product: [Br:1][C:2]1[CH:9]=[C:8]([N:11]2[CH2:16][CH2:15][CH:14]([C:17]([OH:19])=[O:18])[CH2:13][CH2:12]2)[CH:7]=[C:4]([C:5]#[N:6])[CH:3]=1. The catalyst class is: 161. (7) Reactant: [Cl-:1].[Li+].C1(C)C=CC(S(O[CH2:13][CH:14]([OH:37])[CH2:15][CH:16]([C:28]2[CH:33]=[C:32]([F:34])[C:31]([F:35])=[C:30]([F:36])[CH:29]=2)[C:17]([NH:19][NH:20][C:21]([O:23][C:24]([CH3:27])([CH3:26])[CH3:25])=[O:22])=[O:18])(=O)=O)=CC=1.O.C(OCC)(=O)C. Product: [Cl:1][CH2:13][CH:14]([OH:37])[CH2:15][CH:16]([C:28]1[CH:33]=[C:32]([F:34])[C:31]([F:35])=[C:30]([F:36])[CH:29]=1)[C:17]([NH:19][NH:20][C:21]([O:23][C:24]([CH3:27])([CH3:26])[CH3:25])=[O:22])=[O:18]. The catalyst class is: 3.